This data is from Forward reaction prediction with 1.9M reactions from USPTO patents (1976-2016). The task is: Predict the product of the given reaction. (1) The product is: [C:1]([C:3]1[CH:4]=[C:5]2[C:13](=[CH:14][CH:15]=1)[N:12]([CH2:26][C:25]1[CH:28]=[CH:29][CH:30]=[C:23]([F:22])[CH:24]=1)[C:11]1[CH2:10][CH2:9][CH:8]([NH:16][C:17]([CH:19]3[CH2:21][CH2:20]3)=[O:18])[CH2:7][C:6]2=1)#[N:2]. Given the reactants [C:1]([C:3]1[CH:4]=[C:5]2[C:13](=[CH:14][CH:15]=1)[NH:12][C:11]1[CH2:10][CH2:9][CH:8]([NH:16][C:17]([CH:19]3[CH2:21][CH2:20]3)=[O:18])[CH2:7][C:6]2=1)#[N:2].[F:22][C:23]1[CH:24]=[C:25]([CH:28]=[CH:29][CH:30]=1)[CH2:26]Br, predict the reaction product. (2) Given the reactants C([NH:5][C:6](=O)[C:7]1[CH:12]=[C:11]([CH:13]2[CH2:15][CH2:14]2)[CH:10]=[CH:9][C:8]=1[OH:16])(C)(C)C.Br[CH2:19][C:20]([NH2:22])=[O:21].C(=O)([O-])[O-].[K+].[K+].CC(C)=O, predict the reaction product. The product is: [C:6]([C:7]1[CH:12]=[C:11]([CH:13]2[CH2:14][CH2:15]2)[CH:10]=[CH:9][C:8]=1[O:16][CH2:19][C:20]([NH2:22])=[O:21])#[N:5]. (3) Given the reactants [C:1]([CH:3]1[CH2:6][N:5]([C:7](=[O:40])[C@H:8]([NH:10][C:11]([C:13]2[C:21]3[C:16](=[N:17][CH:18]=[C:19]([N:22]4[C:30]5[C:25](=[CH:26][C:27]([Cl:31])=[CH:28][CH:29]=5)[CH:24]=[N:23]4)[N:20]=3)[N:15](COCC[Si](C)(C)C)[CH:14]=2)=[O:12])[CH3:9])[CH2:4]1)#[N:2].C(O)(C(F)(F)F)=O.C(N)CN, predict the reaction product. The product is: [C:1]([CH:3]1[CH2:6][N:5]([C:7](=[O:40])[C@H:8]([NH:10][C:11]([C:13]2[C:21]3[C:16](=[N:17][CH:18]=[C:19]([N:22]4[C:30]5[C:25](=[CH:26][C:27]([Cl:31])=[CH:28][CH:29]=5)[CH:24]=[N:23]4)[N:20]=3)[NH:15][CH:14]=2)=[O:12])[CH3:9])[CH2:4]1)#[N:2]. (4) Given the reactants [NH2:1][C:2]1[N:3]=[CH:4][C:5]2[C:10]([CH:11]=1)=[CH:9][CH:8]=[C:7]([C:12]1[CH:13]=[C:14]([CH:18]=[CH:19][C:20]=1[CH3:21])[C:15](O)=[O:16])[CH:6]=2.[CH:22]1([NH2:26])[CH2:25][CH2:24][CH2:23]1.F[P-](F)(F)(F)(F)F.N1(O[P+](N2CCCC2)(N2CCCC2)N2CCCC2)C2N=CC=CC=2N=N1.C(N(CC)C(C)C)(C)C.CN(C)C=O, predict the reaction product. The product is: [NH2:1][C:2]1[N:3]=[CH:4][C:5]2[C:10]([CH:11]=1)=[CH:9][CH:8]=[C:7]([C:12]1[CH:13]=[C:14]([CH:18]=[CH:19][C:20]=1[CH3:21])[C:15]([NH:26][CH:22]1[CH2:25][CH2:24][CH2:23]1)=[O:16])[CH:6]=2.